From a dataset of Catalyst prediction with 721,799 reactions and 888 catalyst types from USPTO. Predict which catalyst facilitates the given reaction. (1) Reactant: Br[CH2:2][CH2:3][CH2:4][CH2:5][CH2:6][CH2:7][CH2:8][CH2:9][O:10][C:11]1[CH:16]=[CH:15][C:14]([CH:17]([C:19]2[CH:24]=[CH:23][C:22]([Cl:25])=[CH:21][CH:20]=2)[OH:18])=[C:13]([Cl:26])[CH:12]=1.[CH3:27][NH:28][CH2:29][CH:30]=[CH2:31].C([O-])(O)=O.[Na+]. Product: [CH2:29]([N:28]([CH3:27])[CH2:2][CH2:3][CH2:4][CH2:5][CH2:6][CH2:7][CH2:8][CH2:9][O:10][C:11]1[CH:16]=[CH:15][C:14]([CH:17]([C:19]2[CH:24]=[CH:23][C:22]([Cl:25])=[CH:21][CH:20]=2)[OH:18])=[C:13]([Cl:26])[CH:12]=1)[CH:30]=[CH2:31]. The catalyst class is: 1. (2) Reactant: [NH2:1][C:2]1[CH:3]=[C:4]([OH:8])[CH:5]=[CH:6][CH:7]=1.Br[CH2:10][CH2:11][CH2:12]Cl.[Na+].[CH2:15]([C:27]1C=CC=CC=1S([O-])(=O)=O)[CH2:16]CCCCCCCCCC.O.O.P([O-])(O)(O)=O.[Na+]. Product: [CH2:11]1[CH2:12][N:1]2[C:2]3[C:3]([CH2:16][CH2:15][CH2:27]2)=[C:4]([OH:8])[CH:5]=[CH:6][C:7]=3[CH2:10]1. The catalyst class is: 6. (3) Reactant: [CH3:1][O:2][C:3]1[CH:12]=[C:11]([O:13][CH3:14])[CH:10]=[C:9]2[C:4]=1[CH:5]=[N:6][NH:7][C:8]2=O.P(Cl)(Cl)([Cl:18])=O.[OH-].[Na+]. Product: [Cl:18][C:8]1[C:9]2[C:4](=[C:3]([O:2][CH3:1])[CH:12]=[C:11]([O:13][CH3:14])[CH:10]=2)[CH:5]=[N:6][N:7]=1. The catalyst class is: 6. (4) Reactant: [NH2:1][CH2:2][CH2:3][C@H:4]([N:6]1[CH2:11][CH2:10][CH:9]([NH:12][C:13]2[CH:18]=[CH:17][C:16]([O:19][CH3:20])=[CH:15][CH:14]=2)[CH2:8][CH2:7]1)[CH3:5].[CH3:21][C:22]([O:25][C:26](O[C:26]([O:25][C:22]([CH3:24])([CH3:23])[CH3:21])=[O:27])=[O:27])([CH3:24])[CH3:23].CCN(CC)CC. Product: [C:22]([O:25][C:26](=[O:27])[NH:1][CH2:2][CH2:3][C@H:4]([N:6]1[CH2:7][CH2:8][CH:9]([NH:12][C:13]2[CH:18]=[CH:17][C:16]([O:19][CH3:20])=[CH:15][CH:14]=2)[CH2:10][CH2:11]1)[CH3:5])([CH3:24])([CH3:23])[CH3:21]. The catalyst class is: 2. (5) Reactant: [NH2:1][C:2]1[CH:3]=[C:4]([Cl:11])[C:5]([C:9]#[N:10])=[N:6][C:7]=1[Br:8].[CH3:12][C:13]([O:16][C:17](O[C:17]([O:16][C:13]([CH3:15])([CH3:14])[CH3:12])=[O:18])=[O:18])([CH3:15])[CH3:14]. Product: [Br:8][C:7]1[N:6]=[C:5]([C:9]#[N:10])[C:4]([Cl:11])=[CH:3][C:2]=1[NH:1][C:17]([O:16][C:13]([CH3:15])([CH3:14])[CH3:12])=[O:18]. The catalyst class is: 1. (6) Reactant: [C:1]([C:3]1[CH:15]=[CH:14][C:6]([C:7]([N:9]([CH2:12][CH3:13])[CH2:10][CH3:11])=[O:8])=[CH:5][CH:4]=1)#[N:2].[C:16](OC)(=[O:24])[C:17]1[C:18](=[CH:20][CH:21]=[CH:22][CH:23]=1)[SH:19].C(N(CC)CC)C.C1(C)C=CC=CC=1. Product: [CH2:12]([N:9]([CH2:10][CH3:11])[C:7](=[O:8])[C:6]1[CH:14]=[CH:15][C:3]([C:1]2[S:19][C:18]3[CH:20]=[CH:21][CH:22]=[CH:23][C:17]=3[C:16](=[O:24])[N:2]=2)=[CH:4][CH:5]=1)[CH3:13]. The catalyst class is: 13. (7) The catalyst class is: 44. Reactant: N1C2C(=NC=CC=2)N(O[C:11]([C:13]2[C:17]([CH3:18])=[C:16](/[CH:19]=[C:20]3\[C:21](=[O:41])[NH:22][C:23]4[C:28]\3=[CH:27][C:26]([S:29]([CH2:32][C:33]3[C:38]([Cl:39])=[CH:37][CH:36]=[CH:35][C:34]=3[Cl:40])(=[O:31])=[O:30])=[CH:25][CH:24]=4)[NH:15][C:14]=2[CH3:42])=[O:12])N=1.[N:43]1[CH:48]=[CH:47][CH:46]=[CH:45][C:44]=1[CH2:49][CH2:50][NH2:51]. Product: [N:43]1[CH:48]=[CH:47][CH:46]=[CH:45][C:44]=1[CH2:49][CH2:50][NH:51][C:11]([C:13]1[C:17]([CH3:18])=[C:16](/[CH:19]=[C:20]2\[C:21](=[O:41])[NH:22][C:23]3[C:28]\2=[CH:27][C:26]([S:29]([CH2:32][C:33]2[C:34]([Cl:40])=[CH:35][CH:36]=[CH:37][C:38]=2[Cl:39])(=[O:31])=[O:30])=[CH:25][CH:24]=3)[NH:15][C:14]=1[CH3:42])=[O:12]. (8) Reactant: [O:1]1[CH2:5][CH:4]([OH:6])[CH2:3][NH:2]1.O=C1CCC(=O)N1[N:14]([C:26]([O:28][C:29]([CH3:32])([CH3:31])[CH3:30])=[O:27])[C@H:15]([C:23]([O-])=[O:24])[CH2:16][C:17]1[CH:22]=[CH:21][CH:20]=[CH:19][CH:18]=1.C(N(CC)C(C)C)(C)C. Product: [C:29]([O:28][C:26](=[O:27])[NH:14][C@@H:15]([CH2:16][C:17]1[CH:22]=[CH:21][CH:20]=[CH:19][CH:18]=1)[C:23]([N:2]1[CH2:3][CH:4]([OH:6])[CH2:5][O:1]1)=[O:24])([CH3:32])([CH3:30])[CH3:31]. The catalyst class is: 3. (9) Reactant: [CH3:1][O:2][C:3](=[O:17])[CH2:4][O:5][C:6]1[CH:7]=[C:8]2[C:13](=[CH:14][CH:15]=1)[N:12]=[CH:11][C:10]([Br:16])=[CH:9]2.[Br:18]N1C(=O)CCC1=O. Product: [CH3:1][O:2][C:3](=[O:17])[CH:4]([Br:18])[O:5][C:6]1[CH:7]=[C:8]2[C:13](=[CH:14][CH:15]=1)[N:12]=[CH:11][C:10]([Br:16])=[CH:9]2. The catalyst class is: 53. (10) Reactant: C(OC(=O)[NH:7][C@@H:8]([C:10]1[N:14]([C:15]2[CH:20]=[CH:19][CH:18]=[CH:17][CH:16]=2)[C:13]2[CH:21]=[CH:22][CH:23]=[C:24]([CH3:25])[C:12]=2[N:11]=1)[CH3:9])(C)(C)C.C(O)(C(F)(F)F)=O. Product: [CH3:25][C:24]1[C:12]2[N:11]=[C:10]([C@H:8]([NH2:7])[CH3:9])[N:14]([C:15]3[CH:20]=[CH:19][CH:18]=[CH:17][CH:16]=3)[C:13]=2[CH:21]=[CH:22][CH:23]=1. The catalyst class is: 2.